Dataset: Forward reaction prediction with 1.9M reactions from USPTO patents (1976-2016). Task: Predict the product of the given reaction. (1) Given the reactants [Cl:1][C:2]1[CH:3]=[C:4]([CH:14]=[CH:15][C:16]=1[Cl:17])[CH2:5][N:6]1[CH2:11][CH2:10][O:9][CH:8]([CH2:12][NH2:13])[CH2:7]1.[Cl:18][C:19]1[CH:24]=[CH:23][C:22]([N:25]=[C:26]=[O:27])=[CH:21][CH:20]=1, predict the reaction product. The product is: [Cl:18][C:19]1[CH:24]=[CH:23][C:22]([NH:25][C:26]([NH:13][CH2:12][CH:8]2[O:9][CH2:10][CH2:11][N:6]([CH2:5][C:4]3[CH:14]=[CH:15][C:16]([Cl:17])=[C:2]([Cl:1])[CH:3]=3)[CH2:7]2)=[O:27])=[CH:21][CH:20]=1. (2) Given the reactants [C:1]1([C:7]2[CH:8]=[C:9]3[CH:15]=[CH:14][NH:13][C:10]3=[N:11][CH:12]=2)[CH:6]=[CH:5][CH:4]=[CH:3][CH:2]=1.[Cl-].[Al+3].[Cl-].[Cl-].[Cl:20][CH2:21][C:22](Cl)=[O:23], predict the reaction product. The product is: [Cl:20][CH2:21][C:22]([C:15]1[C:9]2[C:10](=[N:11][CH:12]=[C:7]([C:1]3[CH:2]=[CH:3][CH:4]=[CH:5][CH:6]=3)[CH:8]=2)[NH:13][CH:14]=1)=[O:23]. (3) The product is: [CH2:29]([O:28][C:25]1[CH:26]=[CH:27][C:22]([S:19]([C:6]2([C:4]([OH:5])=[O:3])[CH2:7][CH2:8][N:9]([CH2:12][C:13]3[CH:18]=[CH:17][N:16]=[CH:15][CH:14]=3)[CH2:10][CH2:11]2)(=[O:20])=[O:21])=[CH:23][CH:24]=1)[CH2:30][CH2:31][CH3:32]. Given the reactants C([O:3][C:4]([C:6]1([S:19]([C:22]2[CH:27]=[CH:26][C:25]([O:28][CH2:29][CH2:30][CH2:31][CH3:32])=[CH:24][CH:23]=2)(=[O:21])=[O:20])[CH2:11][CH2:10][N:9]([CH2:12][C:13]2[CH:18]=[CH:17][N:16]=[CH:15][CH:14]=2)[CH2:8][CH2:7]1)=[O:5])C.[OH-].[Na+], predict the reaction product. (4) Given the reactants Cl.[CH3:2][O:3][C:4](=[O:14])[C@H:5]([CH2:7][C:8]1[CH:13]=[CH:12][CH:11]=[CH:10][CH:9]=1)[NH2:6].C1CCN2C(=NCCC2)CC1.[Cl:26][C:27]1[CH:32]=[CH:31][C:30]([N:33]=[C:34]=[O:35])=[CH:29][CH:28]=1, predict the reaction product. The product is: [Cl:26][C:27]1[CH:32]=[CH:31][C:30]([NH:33][C:34](=[O:35])[NH:6][CH:5]([CH2:7][C:8]2[CH:13]=[CH:12][CH:11]=[CH:10][CH:9]=2)[C:4]([O:3][CH3:2])=[O:14])=[CH:29][CH:28]=1. (5) Given the reactants Br[C:2]1[C:7]2[CH:8]([C:11]3[CH:16]=[CH:15][C:14]([CH:17]([CH3:19])[CH3:18])=[CH:13][CH:12]=3)[CH2:9][O:10][C:6]=2[C:5]([CH3:20])=[C:4]([CH3:21])[C:3]=1[NH:22][C:23](=[O:29])[CH2:24][C:25]([CH3:28])([CH3:27])[CH3:26].CCCCCC.[C:36](OCC)(=[O:38])C, predict the reaction product. The product is: [CH:17]([C:14]1[CH:15]=[CH:16][C:11]([CH:8]2[C:7]3[C:2]([O:38][CH3:36])=[C:3]([NH:22][C:23](=[O:29])[CH2:24][C:25]([CH3:28])([CH3:27])[CH3:26])[C:4]([CH3:21])=[C:5]([CH3:20])[C:6]=3[O:10][CH2:9]2)=[CH:12][CH:13]=1)([CH3:19])[CH3:18].